From a dataset of Full USPTO retrosynthesis dataset with 1.9M reactions from patents (1976-2016). Predict the reactants needed to synthesize the given product. (1) Given the product [F:7][C:8]1[CH:13]=[CH:12][CH:11]=[C:10]([F:14])[C:9]=1[C:15]1[S:16][C:17]2[C:23](=[O:24])[CH:22]=[C:21]([NH:5][CH2:4][CH2:3][N:2]([CH3:6])[CH3:1])[C:20](=[O:27])[C:18]=2[N:19]=1, predict the reactants needed to synthesize it. The reactants are: [CH3:1][N:2]([CH3:6])[CH2:3][CH2:4][NH2:5].[F:7][C:8]1[CH:13]=[CH:12][CH:11]=[C:10]([F:14])[C:9]=1[C:15]1[S:16][C:17]2[C:23](=[O:24])[CH:22]=[C:21](OC)[C:20](=[O:27])[C:18]=2[N:19]=1. (2) Given the product [CH3:33][O:32][C:30]1[CH:31]=[C:26]([CH2:25][CH2:24][C:20]2[NH:19][N:18]=[C:22]([NH:23][C:48](=[O:49])[C:47]3[CH:46]=[CH:45][C:44]([CH2:43][N:39]4[CH2:40][CH2:41][CH2:42][CH:37]([F:36])[CH2:38]4)=[CH:53][CH:52]=3)[CH:21]=2)[CH:27]=[C:28]([O:34][CH3:35])[CH:29]=1, predict the reactants needed to synthesize it. The reactants are: C[Si]([N-][Si](C)(C)C)(C)C.[Na+].C(OC([N:18]1[C:22]([NH2:23])=[CH:21][C:20]([CH2:24][CH2:25][C:26]2[CH:31]=[C:30]([O:32][CH3:33])[CH:29]=[C:28]([O:34][CH3:35])[CH:27]=2)=[N:19]1)=O)(C)(C)C.[F:36][CH:37]1[CH2:42][CH2:41][CH2:40][N:39]([CH2:43][C:44]2[CH:53]=[CH:52][C:47]([C:48](OC)=[O:49])=[CH:46][CH:45]=2)[CH2:38]1.C(=O)([O-])[O-]. (3) Given the product [NH2:1][C:2]1[CH:3]=[CH:4][C:5]([N:8]2[C:16](=[O:17])[C:15]3[C:10](=[CH:11][CH:12]=[CH:13][CH:14]=3)[C:9]2=[O:18])=[N:6][C:7]=1[Br:24], predict the reactants needed to synthesize it. The reactants are: [NH2:1][C:2]1[CH:3]=[CH:4][C:5]([N:8]2[C:16](=[O:17])[C:15]3[C:10](=[CH:11][CH:12]=[CH:13][CH:14]=3)[C:9]2=[O:18])=[N:6][CH:7]=1.CC([O-])=O.[K+].[Br:24]Br. (4) Given the product [CH:1]1([CH2:6][C:22]2[C:21]([O:25][CH2:26][C:27]3[N:28]([CH3:32])[N:29]=[CH:30][N:31]=3)=[N:20][N:19]3[C:15]([C:10]4[CH:11]=[CH:12][CH:13]=[CH:14][C:9]=4[F:8])=[N:16][N:17]=[C:18]3[CH:23]=2)[CH2:5][CH2:4][CH2:3][CH2:2]1, predict the reactants needed to synthesize it. The reactants are: [CH:1]1([CH2:6]I)[CH2:5][CH2:4][CH2:3][CH2:2]1.[F:8][C:9]1[CH:14]=[CH:13][CH:12]=[CH:11][C:10]=1[C:15]1[N:19]2[N:20]=[C:21]([O:25][CH2:26][C:27]3[N:28]([CH3:32])[N:29]=[CH:30][N:31]=3)[C:22](I)=[CH:23][C:18]2=[N:17][N:16]=1.